Dataset: Full USPTO retrosynthesis dataset with 1.9M reactions from patents (1976-2016). Task: Predict the reactants needed to synthesize the given product. The reactants are: [CH:1]1([C:4]2[O:5][C:6]3[C:12]([C:13]([OH:15])=O)=[CH:11][C:10]4[N:16]=[C:17]([NH:19][C:20]5[C:25]([Cl:26])=[CH:24][CH:23]=[CH:22][C:21]=5[Cl:27])[NH:18][C:9]=4[C:7]=3[N:8]=2)[CH2:3][CH2:2]1.S(Cl)(Cl)=O.[C:32]([C:36]1[CH:42]=[CH:41][C:39]([NH2:40])=[CH:38][CH:37]=1)([CH3:35])([CH3:34])[CH3:33].[H-].[Na+]. Given the product [C:32]([C:36]1[CH:37]=[CH:38][C:39]([NH:40][C:13]([C:12]2[C:6]3[O:5][C:4]([CH:1]4[CH2:2][CH2:3]4)=[N:8][C:7]=3[C:9]3[NH:18][C:17]([NH:19][C:20]4[C:25]([Cl:26])=[CH:24][CH:23]=[CH:22][C:21]=4[Cl:27])=[N:16][C:10]=3[CH:11]=2)=[O:15])=[CH:41][CH:42]=1)([CH3:35])([CH3:33])[CH3:34], predict the reactants needed to synthesize it.